Dataset: NCI-60 drug combinations with 297,098 pairs across 59 cell lines. Task: Regression. Given two drug SMILES strings and cell line genomic features, predict the synergy score measuring deviation from expected non-interaction effect. (1) Cell line: IGROV1. Drug 1: CC(CN1CC(=O)NC(=O)C1)N2CC(=O)NC(=O)C2. Synergy scores: CSS=18.1, Synergy_ZIP=0.682, Synergy_Bliss=3.04, Synergy_Loewe=3.30, Synergy_HSA=3.34. Drug 2: C1=NC(=NC(=O)N1C2C(C(C(O2)CO)O)O)N. (2) Drug 1: C1CCC(CC1)NC(=O)N(CCCl)N=O. Drug 2: CC12CCC3C(C1CCC2OP(=O)(O)O)CCC4=C3C=CC(=C4)OC(=O)N(CCCl)CCCl.[Na+]. Cell line: UACC-257. Synergy scores: CSS=-3.29, Synergy_ZIP=-5.33, Synergy_Bliss=-13.8, Synergy_Loewe=-24.6, Synergy_HSA=-15.5. (3) Drug 1: C1C(C(OC1N2C=C(C(=O)NC2=O)F)CO)O. Drug 2: C(CC(=O)O)C(=O)CN.Cl. Cell line: DU-145. Synergy scores: CSS=25.5, Synergy_ZIP=-7.55, Synergy_Bliss=-2.73, Synergy_Loewe=0.532, Synergy_HSA=1.54. (4) Drug 1: CS(=O)(=O)C1=CC(=C(C=C1)C(=O)NC2=CC(=C(C=C2)Cl)C3=CC=CC=N3)Cl. Drug 2: C1=NC2=C(N1)C(=S)N=C(N2)N. Cell line: HCT-15. Synergy scores: CSS=42.4, Synergy_ZIP=3.86, Synergy_Bliss=4.55, Synergy_Loewe=-16.6, Synergy_HSA=4.99. (5) Drug 1: COC1=C(C=C2C(=C1)N=CN=C2NC3=CC(=C(C=C3)F)Cl)OCCCN4CCOCC4. Drug 2: CC1C(C(CC(O1)OC2CC(CC3=C2C(=C4C(=C3O)C(=O)C5=C(C4=O)C(=CC=C5)OC)O)(C(=O)C)O)N)O.Cl. Cell line: MDA-MB-231. Synergy scores: CSS=33.0, Synergy_ZIP=-1.23, Synergy_Bliss=9.69, Synergy_Loewe=9.72, Synergy_HSA=11.0. (6) Drug 1: CCCS(=O)(=O)NC1=C(C(=C(C=C1)F)C(=O)C2=CNC3=C2C=C(C=N3)C4=CC=C(C=C4)Cl)F. Drug 2: CC(C)NC(=O)C1=CC=C(C=C1)CNNC.Cl. Cell line: HOP-92. Synergy scores: CSS=3.67, Synergy_ZIP=-0.875, Synergy_Bliss=-3.37, Synergy_Loewe=-4.46, Synergy_HSA=-4.71. (7) Drug 1: C1C(C(OC1N2C=C(C(=O)NC2=O)F)CO)O. Drug 2: C1C(C(OC1N2C=NC(=NC2=O)N)CO)O. Cell line: HCT116. Synergy scores: CSS=19.0, Synergy_ZIP=-7.20, Synergy_Bliss=0.931, Synergy_Loewe=-3.91, Synergy_HSA=1.61. (8) Drug 1: C1C(C(OC1N2C=C(C(=O)NC2=O)F)CO)O. Drug 2: C#CCC(CC1=CN=C2C(=N1)C(=NC(=N2)N)N)C3=CC=C(C=C3)C(=O)NC(CCC(=O)O)C(=O)O. Cell line: SF-539. Synergy scores: CSS=46.1, Synergy_ZIP=-11.6, Synergy_Bliss=-13.3, Synergy_Loewe=-3.37, Synergy_HSA=-3.17. (9) Drug 1: CC12CCC3C(C1CCC2=O)CC(=C)C4=CC(=O)C=CC34C. Drug 2: CN(CC1=CN=C2C(=N1)C(=NC(=N2)N)N)C3=CC=C(C=C3)C(=O)NC(CCC(=O)O)C(=O)O. Cell line: UACC-257. Synergy scores: CSS=34.0, Synergy_ZIP=-0.705, Synergy_Bliss=1.08, Synergy_Loewe=-0.960, Synergy_HSA=1.51.